This data is from Full USPTO retrosynthesis dataset with 1.9M reactions from patents (1976-2016). The task is: Predict the reactants needed to synthesize the given product. (1) Given the product [Cl:1][C:2]1[CH:3]=[CH:4][C:5]([NH:8][C:12]([C:14]2[N:15]=[C:16]3[CH:21]=[CH:20][C:19]([N:22]4[CH2:23][CH2:24][N:25]([C:28](=[O:39])[C:29]5[CH:34]=[CH:33][CH:32]=[CH:31][C:30]=5[C:35]([F:36])([F:38])[F:37])[CH2:26][CH2:27]4)=[N:18][N:17]3[CH:40]=2)=[O:11])=[N:6][CH:7]=1, predict the reactants needed to synthesize it. The reactants are: [Cl:1][C:2]1[CH:3]=[CH:4][C:5]([NH2:8])=[N:6][CH:7]=1.C([O:11][C:12]([C:14]1[N:15]=[C:16]2[CH:21]=[CH:20][C:19]([N:22]3[CH2:27][CH2:26][N:25]([C:28](=[O:39])[C:29]4[CH:34]=[CH:33][CH:32]=[CH:31][C:30]=4[C:35]([F:38])([F:37])[F:36])[CH2:24][CH2:23]3)=[N:18][N:17]2[CH:40]=1)=O)C. (2) The reactants are: C([O:3][C:4](=[O:32])[C:5]1[CH:10]=[CH:9][CH:8]=[C:7]([N:11]2[C:15]([Cl:16])=[CH:14][CH:13]=[C:12]2[C:17]2[CH:22]=[C:21]([Cl:23])[CH:20]=[CH:19][C:18]=2[O:24][CH2:25][C:26]2[CH:31]=[CH:30][CH:29]=[CH:28][CH:27]=2)[N:6]=1)C.[OH-].[Na+]. Given the product [Cl:23][C:21]1[CH:20]=[CH:19][C:18]([O:24][CH2:25][C:26]2[CH:27]=[CH:28][CH:29]=[CH:30][CH:31]=2)=[C:17]([C:12]2[N:11]([C:7]3[N:6]=[C:5]([C:4]([OH:32])=[O:3])[CH:10]=[CH:9][CH:8]=3)[C:15]([Cl:16])=[CH:14][CH:13]=2)[CH:22]=1, predict the reactants needed to synthesize it.